This data is from Full USPTO retrosynthesis dataset with 1.9M reactions from patents (1976-2016). The task is: Predict the reactants needed to synthesize the given product. (1) Given the product [NH2:1][C:4]1[CH:5]=[CH:6][C:7]([C@@H:10]2[CH2:12][C@H:11]2[C:13]([OH:15])=[O:14])=[CH:8][CH:9]=1, predict the reactants needed to synthesize it. The reactants are: [N+:1]([C:4]1[CH:9]=[CH:8][C:7]([C@@H:10]2[CH2:12][C@H:11]2[C:13]([OH:15])=[O:14])=[CH:6][CH:5]=1)([O-])=O.C(OCC)(=O)C. (2) Given the product [Cl:1][C:2]1[CH:7]=[C:6]([C:8]2[C:9]3[N:10]([C:26]([CH2:29][CH3:30])=[CH:27][CH:28]=3)[N:11]=[C:12]([CH2:23][S:33]([CH3:38])(=[O:35])=[O:32])[C:13]=2[CH2:14][CH2:15][CH2:16][CH2:17][C:18]([O:20][CH2:21][CH3:22])=[O:19])[CH:5]=[CH:4][N:3]=1, predict the reactants needed to synthesize it. The reactants are: [Cl:1][C:2]1[CH:7]=[C:6]([C:8]2[C:9]3[N:10]([C:26]([CH2:29][CH3:30])=[CH:27][CH:28]=3)[N:11]=[C:12]([CH2:23]SC)[C:13]=2[CH2:14][CH2:15][CH2:16][CH2:17][C:18]([O:20][CH2:21][CH3:22])=[O:19])[CH:5]=[CH:4][N:3]=1.O[O:32][S:33]([O-:35])=O.[K+].O1CCC[CH2:38]1. (3) Given the product [F:1][C:2]1[C:7]([CH2:8][OH:9])=[CH:6][CH:5]=[CH:4][C:3]=1[C:10]1[CH:11]=[CH:12][C:13]([N:16]2[CH2:21][CH2:20][O:19][CH2:18][CH2:17]2)=[CH:14][CH:15]=1, predict the reactants needed to synthesize it. The reactants are: [F:1][C:2]1[C:7]([CH:8]=[O:9])=[CH:6][CH:5]=[CH:4][C:3]=1[C:10]1[CH:15]=[CH:14][C:13]([N:16]2[CH2:21][CH2:20][O:19][CH2:18][CH2:17]2)=[CH:12][CH:11]=1.C1COCC1.[BH4-].[Na+].Cl. (4) Given the product [F:30][C:2]1([F:1])[CH2:7][CH2:6][N:5]([C:8]([C:10]2[N:11]([C:36]3[CH:37]=[CH:38][C:33]([O:32][CH3:31])=[CH:34][CH:35]=3)[C:12]3[C:17]([CH:18]=2)=[CH:16][C:15]([C:19]([N:21]2[CH2:22][CH2:23][N:24]([CH:27]([CH3:28])[CH3:29])[CH2:25][CH2:26]2)=[O:20])=[CH:14][CH:13]=3)=[O:9])[CH2:4][CH2:3]1, predict the reactants needed to synthesize it. The reactants are: [F:1][C:2]1([F:30])[CH2:7][CH2:6][N:5]([C:8]([C:10]2[NH:11][C:12]3[C:17]([CH:18]=2)=[CH:16][C:15]([C:19]([N:21]2[CH2:26][CH2:25][N:24]([CH:27]([CH3:29])[CH3:28])[CH2:23][CH2:22]2)=[O:20])=[CH:14][CH:13]=3)=[O:9])[CH2:4][CH2:3]1.[CH3:31][O:32][C:33]1[CH:38]=[CH:37][C:36](B(O)O)=[CH:35][CH:34]=1.N1C=CC=CC=1. (5) Given the product [NH:1]1[C:5]2[CH:6]=[C:7]([C:10]([OH:12])=[O:11])[CH:8]=[CH:9][C:4]=2[CH2:3][S:2]1(=[O:14])=[O:15], predict the reactants needed to synthesize it. The reactants are: [NH:1]1[C:5]2[CH:6]=[C:7]([C:10]([O:12]C)=[O:11])[CH:8]=[CH:9][C:4]=2[CH2:3][S:2]1(=[O:15])=[O:14].[OH-].[Na+]. (6) Given the product [N:36]1[C:5]2[NH:4][C:9]3[CH:10]=[C:11]([CH2:14][N:15]4[C:23]5[C:18](=[N:19][CH:20]=[N:21][C:22]=5[S:24][CH2:25][CH2:26][CH2:27][C:28]([OH:30])=[O:29])[N:17]=[CH:16]4)[CH:12]=[CH:13][C:8]=3[S:7][C:6]=2[N:33]=[CH:34][CH:35]=1, predict the reactants needed to synthesize it. The reactants are: COC[N:4]1[C:9]2[CH:10]=[C:11]([CH2:14][N:15]3[C:23]4[C:18](=[N:19][CH:20]=[N:21][C:22]=4[S:24][CH2:25][CH2:26][CH2:27][C:28]([O:30]CC)=[O:29])[N:17]=[CH:16]3)[CH:12]=[CH:13][C:8]=2[S:7][C:6]2[N:33]=[CH:34][CH:35]=[N:36][C:5]1=2.B(Br)(Br)Br.O. (7) Given the product [CH3:38][O:37][C:34]1[CH:33]=[CH:32][C:31]([CH2:26][O:25][C@@H:24]([C@@H:22]([CH3:23])/[CH:21]=[CH:20]\[CH2:19][CH2:18][C@H:16]2[C@H:15]([CH3:39])[C@H:14]([O:40][CH2:41][O:42][CH3:43])[C@@H:13]([CH3:44])[C@H:12]([O:11][CH3:10])[O:17]2)[C@@H:29]([CH3:30])[CH:28]=[O:27])=[CH:36][CH:35]=1, predict the reactants needed to synthesize it. The reactants are: CC(C[AlH]CC(C)C)C.[CH3:10][O:11][C@@H:12]1[O:17][C@@H:16]([CH2:18][CH2:19]/[CH:20]=[CH:21]\[C@@H:22]([C@@H:24]2[C@@H:29]([CH3:30])[CH2:28][O:27][CH:26]([C:31]3[CH:36]=[CH:35][C:34]([O:37][CH3:38])=[CH:33][CH:32]=3)[O:25]2)[CH3:23])[C@H:15]([CH3:39])[C@H:14]([O:40][CH2:41][O:42][CH3:43])[C@H:13]1[CH3:44].CC(OI1(OC(C)=O)(OC(C)=O)OC(=O)C2C=CC=CC1=2)=O. (8) Given the product [C:7]([O:11][C:12]([N:14]1[CH2:18][CH2:17][CH2:16][CH:15]1[CH2:19][CH2:20][OH:21])=[O:13])([CH3:10])([CH3:9])[CH3:8], predict the reactants needed to synthesize it. The reactants are: [H-].[H-].[H-].[H-].[Li+].[Al+3].[C:7]([O:11][C:12]([N:14]1[CH2:18][CH2:17][CH2:16][CH:15]1[CH2:19][C:20](OC)=[O:21])=[O:13])([CH3:10])([CH3:9])[CH3:8].